From a dataset of Full USPTO retrosynthesis dataset with 1.9M reactions from patents (1976-2016). Predict the reactants needed to synthesize the given product. (1) The reactants are: [C:1]([O:8][CH3:9])(=[O:7])[CH2:2][C:3]([O:5][CH3:6])=[O:4].C(N(CC)CC)C.C1(C)C=CC(S([N:26]=[N+:27]=[N-])(=O)=O)=CC=1. Given the product [CH3:6][O:5][C:3](=[O:4])[C:2](=[N+:26]=[N-:27])[C:1]([O:8][CH3:9])=[O:7], predict the reactants needed to synthesize it. (2) Given the product [CH3:28][C@@H:27]([NH2:26])[C@@H:1]([OH:8])[C:2]1[CH:7]=[CH:6][CH:5]=[CH:4][CH:3]=1, predict the reactants needed to synthesize it. The reactants are: [CH:1](=[O:8])[C:2]1[CH:7]=[CH:6][CH:5]=[CH:4][CH:3]=1.CC(C(O)C1C=CC=CC=1)=O.C([O-])(=O)C(C)=O.[NH2:26][C@H:27](C(O)=O)[CH3:28].